This data is from Forward reaction prediction with 1.9M reactions from USPTO patents (1976-2016). The task is: Predict the product of the given reaction. (1) Given the reactants [CH:1]1([C:7](=[O:17])[CH2:8][NH:9][C:10](=[O:16])OC(C)(C)C)[CH2:6][CH2:5][CH2:4][CH2:3][CH2:2]1.Cl.Cl.NCC(C1CCCCC1)=O.[Cl:30][C:31]1[CH:36]=[CH:35][C:34]([C:37]2[N:41]([C:42]3[CH:47]=[CH:46][C:45]([Cl:48])=[CH:44][C:43]=3[Cl:49])[N:40]=[C:39](C(O)=O)[C:38]=2[CH3:53])=[CH:33][CH:32]=1.CCN=C=NCCCN(C)C.C1C=CC2N(O)N=NC=2C=1.CN1CCOCC1, predict the reaction product. The product is: [Cl:30][C:31]1[CH:32]=[CH:33][C:34]([C:37]2[N:41]([C:42]3[CH:47]=[CH:46][C:45]([Cl:48])=[CH:44][C:43]=3[Cl:49])[N:40]=[C:39]([C:10]([NH:9][CH2:8][C:7]([CH:1]3[CH2:2][CH2:3][CH2:4][CH2:5][CH2:6]3)=[O:17])=[O:16])[C:38]=2[CH3:53])=[CH:35][CH:36]=1. (2) The product is: [NH2:17][C:8]1[C:7]2=[N:6][N:5]([CH2:18][CH2:19][CH3:20])[C:4]([CH2:3][CH2:2][NH:1][C:33](=[O:34])[C:32]3[CH:36]=[CH:37][C:29]([F:28])=[CH:30][CH:31]=3)=[C:16]2[C:15]2[CH:14]=[CH:13][CH:12]=[CH:11][C:10]=2[N:9]=1. Given the reactants [NH2:1][CH2:2][CH2:3][C:4]1[N:5]([CH2:18][CH2:19][CH3:20])[N:6]=[C:7]2[C:16]=1[C:15]1[CH:14]=[CH:13][CH:12]=[CH:11][C:10]=1[N:9]=[C:8]2[NH2:17].C(N(CC)CC)C.[F:28][C:29]1[CH:37]=[CH:36][C:32]([C:33](Cl)=[O:34])=[CH:31][CH:30]=1.C(=O)([O-])[O-].[Na+].[Na+], predict the reaction product. (3) Given the reactants [H-].[Na+].[CH2:3]([O:10][C:11]1[CH:16]=[CH:15][C:14]([OH:17])=[CH:13][CH:12]=1)[C:4]1[CH:9]=[CH:8][CH:7]=[CH:6][CH:5]=1.[Cl:18][C:19]1[N:24]=[C:23](Cl)[CH:22]=[CH:21][N:20]=1, predict the reaction product. The product is: [CH2:3]([O:10][C:11]1[CH:12]=[CH:13][C:14]([O:17][C:21]2[CH:22]=[CH:23][N:24]=[C:19]([Cl:18])[N:20]=2)=[CH:15][CH:16]=1)[C:4]1[CH:5]=[CH:6][CH:7]=[CH:8][CH:9]=1. (4) Given the reactants [N:1]1[CH:6]=[CH:5][CH:4]=[C:3](B(O)O)[CH:2]=1.Br[C:11]1[CH:12]=[C:13]([CH:29]=[CH:30][CH:31]=1)[O:14][CH2:15][CH2:16][CH2:17][N:18]1[C:26](=[O:27])[C:25]2[C:20](=[CH:21][CH:22]=[CH:23][CH:24]=2)[C:19]1=[O:28].C(=O)([O-])[O-].[K+].[K+], predict the reaction product. The product is: [N:1]1[CH:6]=[CH:5][CH:4]=[C:3]([C:11]2[CH:12]=[C:13]([CH:29]=[CH:30][CH:31]=2)[O:14][CH2:15][CH2:16][CH2:17][N:18]2[C:19](=[O:28])[C:20]3[C:25](=[CH:24][CH:23]=[CH:22][CH:21]=3)[C:26]2=[O:27])[CH:2]=1.